Dataset: Catalyst prediction with 721,799 reactions and 888 catalyst types from USPTO. Task: Predict which catalyst facilitates the given reaction. (1) Reactant: [C:1]1([OH:7])C=CC=C[CH:2]=1.C[N:9](C)[C:10]1C=[C:12]2[C:17](=[CH:18][CH:19]=1)[CH:16]=[C:15]([C:20]#[C:21][CH:22]([OH:24])C)[CH:14]=[CH:13]2.C[OH:27]. Product: [C:1]([C:20]1[C:15]2[C:14](=[CH:13][C:12]3[NH:9][CH2:10][CH2:19][CH2:18][C:17]=3[CH:16]=2)[O:27][C:22](=[O:24])[CH:21]=1)(=[O:7])[CH3:2]. The catalyst class is: 22. (2) The catalyst class is: 2. Reactant: [CH3:1][O:2][C@H:3]([CH2:40][CH2:41][CH2:42][CH2:43][CH2:44][CH2:45][CH3:46])[CH2:4][CH2:5][O:6][C@H:7]1[C@H:16]([OH:17])[C@@H:15]([CH2:18][OH:19])[O:14][CH:9]([O:10]/[CH:11]=[CH:12]/[CH3:13])[C@@H:8]1[O:20][C:21](=[O:39])[CH2:22][CH2:23][CH2:24][CH2:25][CH2:26][CH2:27][CH2:28][CH2:29][CH2:30]/[CH:31]=[CH:32]\[CH2:33][CH2:34][CH2:35][CH2:36][CH2:37][CH3:38].N1C=CC=CC=1.Cl[C:54]([O:56][CH2:57][CH:58]=[CH2:59])=[O:55]. Product: [CH2:57]([O:56][C:54]([O:19][CH2:18][C@H:15]1[O:14][CH:9]([O:10]/[CH:11]=[CH:12]/[CH3:13])[C@H:8]([O:20][C:21](=[O:39])[CH2:22][CH2:23][CH2:24][CH2:25][CH2:26][CH2:27][CH2:28][CH2:29][CH2:30]/[CH:31]=[CH:32]\[CH2:33][CH2:34][CH2:35][CH2:36][CH2:37][CH3:38])[C@@H:7]([O:6][CH2:5][CH2:4][C@H:3]([O:2][CH3:1])[CH2:40][CH2:41][CH2:42][CH2:43][CH2:44][CH2:45][CH3:46])[C@@H:16]1[OH:17])=[O:55])[CH:58]=[CH2:59].